Task: Predict the reactants needed to synthesize the given product.. Dataset: Full USPTO retrosynthesis dataset with 1.9M reactions from patents (1976-2016) (1) Given the product [CH:45]1[C:50]2[CH:51]([CH2:53][O:54][C:55]([NH:8][C@H:9]([C:28](=[O:35])[N:29]3[CH2:34][CH2:33][CH2:32][CH2:31][CH2:30]3)[CH2:10][C:11]3[CH:12]=[C:13]([C:17](=[CH2:27])[CH2:18][CH2:19][C:20]([OH:22])=[O:21])[CH:14]=[CH:15][CH:16]=3)=[O:57])[C:52]3[C:44](=[CH:43][CH:42]=[CH:41][CH:40]=3)[C:49]=2[CH:48]=[CH:47][CH:46]=1, predict the reactants needed to synthesize it. The reactants are: C(OC([NH:8][C@H:9]([C:28](=[O:35])[N:29]1[CH2:34][CH2:33][CH2:32][CH2:31][CH2:30]1)[CH2:10][C:11]1[CH:12]=[C:13]([C:17](=[CH2:27])[CH2:18][CH2:19][C:20]([O:22]C(C)(C)C)=[O:21])[CH:14]=[CH:15][CH:16]=1)=O)(C)(C)C.C(O)(=O)C.[CH:40]1[C:52]2[CH:51]([CH2:53][O:54][C:55]([O:57]N3C(=O)CCC3=O)=O)[C:50]3[C:45](=[CH:46][CH:47]=[CH:48][CH:49]=3)[C:44]=2[CH:43]=[CH:42][CH:41]=1. (2) The reactants are: C(N(CC)CC)C.CN(C)CCCN=C=NCC.ON1C2C=CC=CC=2N=N1.[C:29]([N:36]1[CH2:43][CH2:42][CH2:41][C@H:37]1[C:38]([OH:40])=O)([O:31][C:32]([CH3:35])([CH3:34])[CH3:33])=[O:30].[CH:44]1[C:52]2[C:51]3[CH2:53][CH2:54][CH2:55][CH2:56][CH2:57][C:50]=3[O:49][C:48]=2[CH:47]=[CH:46][C:45]=1[NH2:58]. Given the product [CH:44]1[C:52]2[C:51]3[CH2:53][CH2:54][CH2:55][CH2:56][CH2:57][C:50]=3[O:49][C:48]=2[CH:47]=[CH:46][C:45]=1[NH:58][C:38]([C@@H:37]1[CH2:41][CH2:42][CH2:43][N:36]1[C:29]([O:31][C:32]([CH3:33])([CH3:34])[CH3:35])=[O:30])=[O:40], predict the reactants needed to synthesize it. (3) Given the product [Br:1][C:2]1[C:10]2[NH:9][N:8]=[CH:7][C:6]=2[C:5]2[CH2:11][N:12]([CH2:21][CH2:22][O:23][CH3:24])[C:13](=[O:20])[C@H:14]([CH2:16][C:17]([N:41]3[CH2:42][CH2:43][CH:38]([C:33]4[C:34](=[O:37])[NH:35][C:36]5[C:31]([CH:32]=4)=[CH:30][CH:29]=[CH:28][C:27]=5[F:26])[CH2:39][CH2:40]3)=[O:19])[CH2:15][C:4]=2[CH:3]=1, predict the reactants needed to synthesize it. The reactants are: [Br:1][C:2]1[C:10]2[NH:9][N:8]=[CH:7][C:6]=2[C:5]2[CH2:11][N:12]([CH2:21][CH2:22][O:23][CH3:24])[C:13](=[O:20])[C@H:14]([CH2:16][C:17]([OH:19])=O)[CH2:15][C:4]=2[CH:3]=1.Cl.[F:26][C:27]1[CH:28]=[CH:29][CH:30]=[C:31]2[C:36]=1[NH:35][C:34](=[O:37])[C:33]([CH:38]1[CH2:43][CH2:42][NH:41][CH2:40][CH2:39]1)=[CH:32]2.ClC1C2NN=CC=2C2CN(CC(C)(C)C)C(=O)[C@@H](CC(=O)N3CCC(N4CC5C(=CC=CC=5)NC4=O)CC3)CC=2C=1.